Dataset: Full USPTO retrosynthesis dataset with 1.9M reactions from patents (1976-2016). Task: Predict the reactants needed to synthesize the given product. (1) Given the product [CH2:14]([O:16][C:17]([C:19]1[C:20]([C:43]#[N:44])=[C:21]([CH2:40][CH2:41][CH3:42])[N:22]2[C:27]=1[C:26]([C:28]1[CH:29]=[CH:30][CH:31]=[CH:32][CH:33]=1)=[CH:25][C:24]([N:34]1[CH2:39][CH2:38][O:37][CH2:36][CH2:35]1)=[N:23]2)=[O:18])[CH3:15], predict the reactants needed to synthesize it. The reactants are: FC(F)(F)C(OC(=O)C(F)(F)F)=O.[CH2:14]([O:16][C:17]([C:19]1[C:20]([C:43](=O)[NH2:44])=[C:21]([CH2:40][CH2:41][CH3:42])[N:22]2[C:27]=1[C:26]([C:28]1[CH:33]=[CH:32][CH:31]=[CH:30][CH:29]=1)=[CH:25][C:24]([N:34]1[CH2:39][CH2:38][O:37][CH2:36][CH2:35]1)=[N:23]2)=[O:18])[CH3:15].CCN(CC)CC.O. (2) Given the product [CH2:11]([O:13][C:3]1[CH:8]=[C:7]([NH2:9])[CH:6]=[CH:5][N:4]=1)[CH3:12], predict the reactants needed to synthesize it. The reactants are: [Na].Cl[C:3]1[CH:8]=[C:7]([NH2:9])[CH:6]=[CH:5][N:4]=1.Cl.[CH2:11]([OH:13])[CH3:12].